This data is from Reaction yield outcomes from USPTO patents with 853,638 reactions. The task is: Predict the reaction yield, written as a fraction of the theoretical maximum amount of product (1.0 means a 100% yield; for example, 0.34 means a 34% yield). (1) The reactants are [N:1]1([C:7]2[C:16]3[C:11](=[CH:12][CH:13]=[CH:14][CH:15]=3)[N:10]=[C:9]([C:17]3[CH:22]=[CH:21][CH:20]=[CH:19][C:18]=3[OH:23])[N:8]=2)[CH2:6][CH2:5][NH:4][CH2:3][CH2:2]1.C(N(CC)CC)C.[OH:31][C@H:32]([CH2:36][CH:37]([CH3:39])[CH3:38])[C:33](O)=[O:34].CN(C(ON1N=NC2C=CC=NC1=2)=[N+](C)C)C.F[P-](F)(F)(F)(F)F. The catalyst is C(Cl)Cl. The product is [OH:31][C@H:32]([CH2:36][CH:37]([CH3:39])[CH3:38])[C:33]([N:4]1[CH2:3][CH2:2][N:1]([C:7]2[C:16]3[C:11](=[CH:12][CH:13]=[CH:14][CH:15]=3)[N:10]=[C:9]([C:17]3[CH:22]=[CH:21][CH:20]=[CH:19][C:18]=3[OH:23])[N:8]=2)[CH2:6][CH2:5]1)=[O:34]. The yield is 0.770. (2) No catalyst specified. The yield is 0.490. The product is [NH2:8][C:9]1[CH:10]=[C:11]([S:15]([N:18]2[C:24](=[O:25])[C:23]3[C:22](=[CH:21][C:20]([Cl:19])=[CH:29][CH:28]=3)[NH:30][C:31]2=[O:32])(=[O:16])=[O:17])[CH:12]=[CH:13][CH:14]=1. The reactants are C(OC([NH:8][C:9]1[CH:10]=[C:11]([S:15]([NH2:18])(=[O:17])=[O:16])[CH:12]=[CH:13][CH:14]=1)=O)(C)(C)C.[Cl:19][C:20]1[CH:21]=[C:22]([NH:30][C:31](OC2C=CC=CC=2)=[O:32])[C:23](=[CH:28][CH:29]=1)[C:24](OC)=[O:25]. (3) The product is [O:1]1[C:5]2=[CH:6][N:7]=[CH:8][CH:9]=[C:4]2[CH:3]=[C:2]1[C:10]([OH:12])=[O:11]. The catalyst is O.C1COCC1.CO. The yield is 0.890. The reactants are [O:1]1[C:5]2=[CH:6][N:7]=[CH:8][CH:9]=[C:4]2[CH:3]=[C:2]1[C:10]([O:12]CC)=[O:11].[OH-].[K+].C(O)(=O)C. (4) The yield is 0.420. The catalyst is CS(O)(=O)=O.C1(C)C=CC=CC=1. The reactants are [CH:1]([C:4]1[CH:10]=[CH:9][CH:8]=[C:7]([CH:11]([CH3:13])[CH3:12])[C:5]=1[NH2:6])([CH3:3])[CH3:2].[CH3:14][S:15][CH:16]([CH3:20])[C:17](=O)[CH3:18]. The product is [CH3:14][S:15][CH:16]([CH3:20])[C:17](=[N:6][C:5]1[C:4]([CH:1]([CH3:3])[CH3:2])=[CH:10][CH:9]=[CH:8][C:7]=1[CH:11]([CH3:13])[CH3:12])[CH3:18]. (5) The reactants are CC(OC(/N=N/C(OC(C)C)=O)=O)C.[OH:15][C:16]1[CH:17]=[C:18]([CH:24]2[CH2:28][NH:27][C:26](=[O:29])[CH2:25]2)[CH:19]=[CH:20][C:21]=1[O:22][CH3:23].[CH2:30](O)[CH:31]=[CH:32][C:33]1[CH:38]=[CH:37][CH:36]=[CH:35][CH:34]=1.C1(P(C2C=CC=CC=2)C2C=CC=CC=2)C=CC=CC=1. The catalyst is O1CCCC1. The product is [CH2:30]([O:15][C:16]1[CH:17]=[C:18]([CH:24]2[CH2:28][NH:27][C:26](=[O:29])[CH2:25]2)[CH:19]=[CH:20][C:21]=1[O:22][CH3:23])[CH:31]=[CH:32][C:33]1[CH:38]=[CH:37][CH:36]=[CH:35][CH:34]=1. The yield is 0.700. (6) The reactants are [CH3:1][C:2]1[N:3]=[CH:4][N:5]([CH:9]([CH3:11])[CH3:10])[C:6]=1[CH2:7]O.S(Cl)([Cl:14])=O. The catalyst is ClCCl. The product is [ClH:14].[Cl:14][CH2:7][C:6]1[N:5]([CH:9]([CH3:11])[CH3:10])[CH:4]=[N:3][C:2]=1[CH3:1]. The yield is 0.860. (7) The reactants are [CH2:1]([O:8][CH2:9][C:10]([NH2:12])=[O:11])[C:2]1[CH:7]=[CH:6][CH:5]=[CH:4][CH:3]=1.Br[CH2:14][C:15]([C:17]1[CH:22]=[CH:21][C:20]([Cl:23])=[CH:19][CH:18]=1)=O.O. The catalyst is CN(C=O)C. The yield is 0.440. The product is [CH2:1]([O:8][CH2:9][C:10]1[O:11][CH:14]=[C:15]([C:17]2[CH:22]=[CH:21][C:20]([Cl:23])=[CH:19][CH:18]=2)[N:12]=1)[C:2]1[CH:7]=[CH:6][CH:5]=[CH:4][CH:3]=1.